Dataset: Forward reaction prediction with 1.9M reactions from USPTO patents (1976-2016). Task: Predict the product of the given reaction. Given the reactants Cl[C:2]1[C:21]([C:22]2[NH:26][N:25]=[CH:24][CH:23]=2)=[CH:20][C:5]([C:6]([NH:8][C:9]2[CH:14]=[CH:13][C:12]([O:15][C:16]([Cl:19])([F:18])[F:17])=[CH:11][CH:10]=2)=[O:7])=[CH:4][N:3]=1.[NH2:27][CH2:28][CH:29]([OH:33])[CH2:30][CH2:31][OH:32].CCN(C(C)C)C(C)C.O(C(C)C)C(C)C, predict the reaction product. The product is: [Cl:19][C:16]([F:18])([F:17])[O:15][C:12]1[CH:13]=[CH:14][C:9]([NH:8][C:6](=[O:7])[C:5]2[CH:20]=[C:21]([C:22]3[NH:26][N:25]=[CH:24][CH:23]=3)[C:2]([NH:27][CH2:28][CH:29]([OH:33])[CH2:30][CH2:31][OH:32])=[N:3][CH:4]=2)=[CH:10][CH:11]=1.